Dataset: Peptide-MHC class II binding affinity with 134,281 pairs from IEDB. Task: Regression. Given a peptide amino acid sequence and an MHC pseudo amino acid sequence, predict their binding affinity value. This is MHC class II binding data. (1) The peptide sequence is SEFAYGSFVRTVSLP. The MHC is DRB1_0802 with pseudo-sequence DRB1_0802. The binding affinity (normalized) is 0.154. (2) The peptide sequence is FKCDRGSISIVNN. The MHC is DRB5_0101 with pseudo-sequence DRB5_0101. The binding affinity (normalized) is 0.102. (3) The peptide sequence is KTFDTEYQKTKLNDW. The MHC is DRB1_1302 with pseudo-sequence DRB1_1302. The binding affinity (normalized) is 0.103. (4) The peptide sequence is FIGYGKATLECQVQTKK. The MHC is DRB3_0301 with pseudo-sequence DRB3_0301. The binding affinity (normalized) is 0.511. (5) The peptide sequence is YDKFLATVSTVLTGK. The MHC is DRB1_0401 with pseudo-sequence DRB1_0401. The binding affinity (normalized) is 0.610.